From a dataset of Catalyst prediction with 721,799 reactions and 888 catalyst types from USPTO. Predict which catalyst facilitates the given reaction. Reactant: [Br:1][C:2]1[C:3]([CH3:9])=[C:4]([OH:8])[CH:5]=[CH:6][CH:7]=1.[CH3:10][S:11][CH2:12][CH2:13][CH2:14]O.C(P(CCCC)CCCC)CCC.N(C(N1CCCCC1)=O)=NC(N1CCCCC1)=O. Product: [Br:1][C:2]1[C:3]([CH3:9])=[C:4]([CH:5]=[CH:6][CH:7]=1)[O:8][CH2:14][CH2:13][CH2:12][S:11][CH3:10]. The catalyst class is: 30.